This data is from Full USPTO retrosynthesis dataset with 1.9M reactions from patents (1976-2016). The task is: Predict the reactants needed to synthesize the given product. Given the product [F:16][C:2]([F:1])([F:17])[C:3]1[CH:11]=[C:10]([C:12]([F:15])([F:14])[F:13])[CH:9]=[CH:8][C:4]=1[C:5]([NH:40][CH2:39][C:35]1[CH:34]=[C:33]([CH:38]=[CH:37][CH:36]=1)[O:32][C:29]1[CH:30]=[CH:31][C:26]([O:25][C:22]([CH3:24])([CH3:23])[C:21]([OH:42])=[O:20])=[C:27]([CH3:41])[CH:28]=1)=[O:7], predict the reactants needed to synthesize it. The reactants are: [F:1][C:2]([F:17])([F:16])[C:3]1[CH:11]=[C:10]([C:12]([F:15])([F:14])[F:13])[CH:9]=[CH:8][C:4]=1[C:5]([OH:7])=O.C([O:20][C:21](=[O:42])[C:22]([O:25][C:26]1[CH:31]=[CH:30][C:29]([O:32][C:33]2[CH:38]=[CH:37][CH:36]=[C:35]([CH2:39][NH2:40])[CH:34]=2)=[CH:28][C:27]=1[CH3:41])([CH3:24])[CH3:23])C.